From a dataset of Catalyst prediction with 721,799 reactions and 888 catalyst types from USPTO. Predict which catalyst facilitates the given reaction. (1) Reactant: Br[C:2]1[CH:3]=[C:4]([Cl:13])[C:5]([O:8][CH2:9][CH:10]([CH3:12])[CH3:11])=[N:6][CH:7]=1.[B:14]1([B:14]2[O:18][C:17]([CH3:20])([CH3:19])[C:16]([CH3:22])([CH3:21])[O:15]2)[O:18][C:17]([CH3:20])([CH3:19])[C:16]([CH3:22])([CH3:21])[O:15]1.CC([O-])=O.[K+].C(Cl)Cl. Product: [Cl:13][C:4]1[C:5]([O:8][CH2:9][CH:10]([CH3:12])[CH3:11])=[N:6][CH:7]=[C:2]([B:14]2[O:18][C:17]([CH3:20])([CH3:19])[C:16]([CH3:22])([CH3:21])[O:15]2)[CH:3]=1. The catalyst class is: 439. (2) Reactant: [CH3:1][C:2]1[C:16]([CH3:17])=[CH:15][C:5]2[NH:6][C:7]([C:9]3[C:13]([NH2:14])=[CH:12][NH:11][N:10]=3)=[N:8][C:4]=2[CH:3]=1.[CH3:18][N:19]=[C:20]=[O:21]. Product: [CH3:17][C:16]1[C:2]([CH3:1])=[CH:3][C:4]2[NH:8][C:7]([C:9]3[C:13]([NH:14][C:20]([NH:19][CH3:18])=[O:21])=[CH:12][NH:11][N:10]=3)=[N:6][C:5]=2[CH:15]=1. The catalyst class is: 7.